This data is from Catalyst prediction with 721,799 reactions and 888 catalyst types from USPTO. The task is: Predict which catalyst facilitates the given reaction. (1) Reactant: Cl.[Br:2][C:3]1[CH:4]=[C:5]2[C:10](=[CH:11][CH:12]=1)[CH:9]=[C:8]([S:13]([C:16]1[CH:21]=[CH:20][C:19]([C:22]([CH:24]3[CH2:29][CH2:28][NH:27][CH2:26][CH2:25]3)=[O:23])=[CH:18][CH:17]=1)(=[O:15])=[O:14])[CH:7]=[CH:6]2.Cl[C:31]1[CH:32]=[CH:33][C:34](=[O:38])[N:35]([CH3:37])[N:36]=1.C(N(CC)CC)C. Product: [Br:2][C:3]1[CH:4]=[C:5]2[C:10](=[CH:11][CH:12]=1)[CH:9]=[C:8]([S:13]([C:16]1[CH:17]=[CH:18][C:19]([C:22]([CH:24]3[CH2:25][CH2:26][N:27]([C:31]4[CH:32]=[CH:33][C:34](=[O:38])[N:35]([CH3:37])[N:36]=4)[CH2:28][CH2:29]3)=[O:23])=[CH:20][CH:21]=1)(=[O:15])=[O:14])[CH:7]=[CH:6]2. The catalyst class is: 40. (2) Reactant: C([O:3][C:4](=[O:33])[CH2:5][C:6]1[N:14]2[C:9]([CH:10]=[C:11]([C:15]#[N:16])[CH:12]=[CH:13]2)=[C:8]([S:17][C:18]2[CH:23]=[CH:22][C:21]([S:24]([CH3:27])(=[O:26])=[O:25])=[CH:20][C:19]=2[C:28]([F:31])([F:30])[F:29])[C:7]=1[CH3:32])C.C(O)C.O.[OH-].[Li+]. Product: [C:15]([C:11]1[CH:12]=[CH:13][N:14]2[C:9]([CH:10]=1)=[C:8]([S:17][C:18]1[CH:23]=[CH:22][C:21]([S:24]([CH3:27])(=[O:25])=[O:26])=[CH:20][C:19]=1[C:28]([F:30])([F:31])[F:29])[C:7]([CH3:32])=[C:6]2[CH2:5][C:4]([OH:33])=[O:3])#[N:16]. The catalyst class is: 15. (3) Reactant: [Na+].[F:2][C:3]([F:22])([F:21])[O:4][C:5]1[CH:10]=[CH:9][C:8]([S:11][C:12]2[CH:20]=[CH:19][C:15]([C:16]([O-:18])=O)=[CH:14][N:13]=2)=[CH:7][CH:6]=1.CN1CCOCC1.[Cl:30]C1N=C(OC)N=C(OC)N=1.[NH:41]1[CH2:45][CH2:44][CH2:43][C@H:42]1[CH2:46][N:47]1[CH2:51][CH2:50][CH2:49][CH2:48]1. Product: [ClH:30].[ClH:30].[N:47]1([CH2:46][C@@H:42]2[CH2:43][CH2:44][CH2:45][N:41]2[C:16]([C:15]2[CH:14]=[N:13][C:12]([S:11][C:8]3[CH:7]=[CH:6][C:5]([O:4][C:3]([F:2])([F:22])[F:21])=[CH:10][CH:9]=3)=[CH:20][CH:19]=2)=[O:18])[CH2:51][CH2:50][CH2:49][CH2:48]1. The catalyst class is: 4. (4) Reactant: [F:1][C:2]1[C:15]([NH:16][CH2:17][C:18]2[CH:23]=[C:22]([C:24]3[CH:29]=[CH:28][CH:27]=[C:26]([F:30])[CH:25]=3)[CH:21]=[CH:20][C:19]=2[F:31])=[C:14]([F:32])[CH:13]=[CH:12][C:3]=1[O:4][CH2:5][C:6]([O:8][CH:9](C)[CH3:10])=[O:7].[OH:33]S(O)(=O)=O.O. Product: [F:1][C:2]1[C:15]([NH:16][CH2:17][C:18]2[CH:23]=[C:22]([C:24]3[CH:29]=[CH:28][CH:27]=[C:26]([F:30])[CH:25]=3)[CH:21]=[CH:20][C:19]=2[F:31])=[C:14]([F:32])[CH:13]=[CH:12][C:3]=1[O:4][CH2:5][C:6]([O:8][CH2:9][CH2:10][OH:33])=[O:7]. The catalyst class is: 196. (5) Reactant: [Cl:1][C:2]1[CH:7]=[C:6](OC(F)(F)F)[CH:5]=[CH:4][C:3]=1[NH2:13].C[Al](C)C.C[O:19][C:20]([C:22]1[CH:27]=[CH:26][C:25]([O:28][CH2:29][C:30]([F:33])([F:32])[F:31])=[CH:24][N:23]=1)=O.Cl. Product: [Cl:1][C:2]1[CH:7]=[CH:6][CH:5]=[CH:4][C:3]=1[NH:13][C:20]([C:22]1[CH:27]=[CH:26][C:25]([O:28][CH2:29][C:30]([F:33])([F:32])[F:31])=[CH:24][N:23]=1)=[O:19]. The catalyst class is: 451. (6) Reactant: N#N.[C:3]([SiH2:7][O:8][C:9]([CH3:19])([CH3:18])[C:10]1[S:11][CH:12]=[C:13]([C:15](=[O:17])[CH3:16])[N:14]=1)([CH3:6])([CH3:5])[CH3:4].COC([O:25][CH3:26])OC.[C:27]([O-])([O-])=O.[Na+].[Na+]. Product: [C:3]([SiH2:7][O:8][C:9]([CH3:19])([CH3:18])[C:10]1[S:11][CH:12]=[C:13]([C:15]2([CH3:16])[O:25][CH2:26][CH2:27][O:17]2)[N:14]=1)([CH3:6])([CH3:4])[CH3:5]. The catalyst class is: 196. (7) Reactant: [C:1]([C:4]1[CH2:9][CH2:8][CH2:7][CH2:6][CH:5]=1)(=[O:3])[CH3:2].Cl.[CH3:11][NH:12][CH3:13].[CH2:14]=O.Cl. Product: [C:4]1([C:1](=[O:3])[CH2:2][CH2:11][N:12]([CH3:14])[CH3:13])[CH2:9][CH2:8][CH2:7][CH2:6][CH:5]=1. The catalyst class is: 14. (8) Reactant: [C:12]([O:11][C:9](O[C:9]([O:11][C:12]([CH3:15])([CH3:14])[CH3:13])=[O:10])=[O:10])([CH3:15])([CH3:14])[CH3:13].[N+:16]([C:19]1[CH:24]=[CH:23][C:22]([CH2:25][CH2:26][CH2:27][NH:28][CH2:29][CH2:30][NH:31][S:32]([C:35]2[C:36]3[CH:37]=[CH:38][N:39]=[CH:40][C:41]=3[CH:42]=[C:43]([Br:45])[CH:44]=2)(=[O:34])=[O:33])=[CH:21][CH:20]=1)([O-:18])=[O:17]. Product: [C:12]([O:11][C:9](=[O:10])[N:28]([CH2:29][CH2:30][NH:31][S:32]([C:35]1[C:36]2[CH:37]=[CH:38][N:39]=[CH:40][C:41]=2[CH:42]=[C:43]([Br:45])[CH:44]=1)(=[O:34])=[O:33])[CH2:27][CH2:26][CH2:25][C:22]1[CH:21]=[CH:20][C:19]([N+:16]([O-:18])=[O:17])=[CH:24][CH:23]=1)([CH3:13])([CH3:14])[CH3:15]. The catalyst class is: 2. (9) The catalyst class is: 383. Product: [CH3:11][C:12]1[CH:17]=[CH:16][C:15]([S:18]([O:8][C@@H:6]([CH2:5][CH2:4][CH2:3][CH:2]([CH3:1])[CH:9]=[CH2:10])[CH3:7])(=[O:20])=[O:19])=[CH:14][CH:13]=1. Reactant: [CH3:1][CH:2]([CH:9]=[CH2:10])[CH2:3][CH2:4][CH2:5][C@H:6]([OH:8])[CH3:7].[CH3:11][C:12]1[CH:17]=[CH:16][C:15]([S:18](Cl)(=[O:20])=[O:19])=[CH:14][CH:13]=1. (10) Reactant: [F:1][C:2]([F:9])([F:8])[C:3]1[CH:7]=[CH:6][NH:5][N:4]=1.[N+]([O-])([O-])=O.[NH4+].[Ce].[Ce].[I:17]I. Product: [I:17][C:7]1[C:3]([C:2]([F:9])([F:8])[F:1])=[N:4][NH:5][CH:6]=1. The catalyst class is: 10.